This data is from CYP2C9 inhibition data for predicting drug metabolism from PubChem BioAssay. The task is: Regression/Classification. Given a drug SMILES string, predict its absorption, distribution, metabolism, or excretion properties. Task type varies by dataset: regression for continuous measurements (e.g., permeability, clearance, half-life) or binary classification for categorical outcomes (e.g., BBB penetration, CYP inhibition). Dataset: cyp2c9_veith. (1) The molecule is COc1ccc(CCN2C(=NC(=O)CCC(=O)O)SC3CS(=O)(=O)CC32)cc1. The result is 0 (non-inhibitor). (2) The compound is CC(C)=CCC/C(C)=C/CO/N=C1/C[C@@H](O)[C@@H](O)[C@@H]2[C@@H]3C(=O)N(Cc4ccc5c(c4)OCO5)C(=O)[C@H]3CC[C@@H]12. The result is 0 (non-inhibitor). (3) The drug is Cc1ccc(S(=O)(=O)O)cc1.N=C(N)SC(c1ccccc1)c1ccccc1. The result is 0 (non-inhibitor).